This data is from Forward reaction prediction with 1.9M reactions from USPTO patents (1976-2016). The task is: Predict the product of the given reaction. The product is: [C:15]1([N:21]2[C:10](=[O:12])[CH2:9][C:1]([C:2]3[CH:3]=[CH:4][CH:5]=[CH:6][CH:7]=3)=[N:22]2)[CH:20]=[CH:19][CH:18]=[CH:17][CH:16]=1. Given the reactants [C:1]([CH2:9][C:10]([O:12]CC)=O)(=O)[C:2]1[CH:7]=[CH:6][CH:5]=[CH:4][CH:3]=1.[C:15]1([NH:21][NH2:22])[CH:20]=[CH:19][CH:18]=[CH:17][CH:16]=1, predict the reaction product.